This data is from Full USPTO retrosynthesis dataset with 1.9M reactions from patents (1976-2016). The task is: Predict the reactants needed to synthesize the given product. (1) Given the product [Cl:42][C:31]1[CH:32]=[C:33]([C:36]2[CH:37]=[CH:38][CH:39]=[CH:40][CH:41]=2)[CH:34]=[CH:35][C:30]=1[CH2:29][N:6]1[C:5]2[CH:7]=[C:8]([C:12]([O:14][CH2:15][CH3:16])=[O:13])[CH:9]=[C:10]([CH3:11])[C:4]=2[N:3]=[C:2]1[CH3:1], predict the reactants needed to synthesize it. The reactants are: [CH3:1][C:2]1[NH:6][C:5]2[CH:7]=[C:8]([C:12]([O:14][CH2:15][CH3:16])=[O:13])[CH:9]=[C:10]([CH3:11])[C:4]=2[N:3]=1.C([O-])([O-])=O.[K+].[K+].CN(C=O)C.Br[CH2:29][C:30]1[CH:35]=[CH:34][C:33]([C:36]2[CH:41]=[CH:40][CH:39]=[CH:38][CH:37]=2)=[CH:32][C:31]=1[Cl:42]. (2) Given the product [Cl:1][C:2]1[CH:7]=[CH:6][C:5]([CH:8]([C:10]2[CH:11]=[CH:12][C:13]([CH2:16][N:17]3[CH2:18][CH2:19][NH:20][CH2:21][CH2:22]3)=[CH:14][CH:15]=2)[N:38]2[C:39]3[C:34](=[CH:33][C:32]([O:31][CH3:30])=[CH:41][CH:40]=3)[C:35]([NH2:42])=[CH:36][CH2:37]2)=[CH:4][CH:3]=1, predict the reactants needed to synthesize it. The reactants are: [Cl:1][C:2]1[CH:7]=[CH:6][C:5]([CH:8]([C:10]2[CH:15]=[CH:14][C:13]([CH2:16][N:17]3[CH2:22][CH2:21][N:20](C(OC(C)(C)C)=O)[CH2:19][CH2:18]3)=[CH:12][CH:11]=2)O)=[CH:4][CH:3]=1.[CH3:30][O:31][C:32]1[CH:33]=[C:34]2[C:39](=[CH:40][CH:41]=1)[N:38]=[CH:37][CH:36]=[C:35]2[NH2:42].ClC1C=C2C(C(N)=CCN2C(C2C=CC(Cl)=CC=2)C2C=CC(CN3CCOCC3)=CC=2)=CC=1. (3) The reactants are: O.O.I(O)(=O)(=O)=O.[CH3:8][C:9]1[CH:14]=[CH:13][C:12]([N+:15]([O-:17])=[O:16])=[CH:11][C:10]=1[S:18]([NH2:21])(=[O:20])=[O:19].C([OH:25])(C)C.S(=O)(=O)(O)O. Given the product [N+:15]([C:12]1[CH:13]=[CH:14][C:9]2[C:8](=[O:25])[NH:21][S:18](=[O:20])(=[O:19])[C:10]=2[CH:11]=1)([O-:17])=[O:16], predict the reactants needed to synthesize it.